From a dataset of Forward reaction prediction with 1.9M reactions from USPTO patents (1976-2016). Predict the product of the given reaction. (1) The product is: [F:1][C:2]1[CH:7]=[C:6]([F:8])[CH:5]=[CH:4][C:3]=1/[CH:9]=[CH:10]/[C:11]1[CH:12]=[CH:13][C:14]([S:19]([C:22]2[CH:27]=[CH:26][CH:25]=[CH:24][CH:23]=2)(=[O:21])=[O:20])=[C:15]([CH:16]([OH:17])[CH3:28])[CH:18]=1. Given the reactants [F:1][C:2]1[CH:7]=[C:6]([F:8])[CH:5]=[CH:4][C:3]=1/[CH:9]=[CH:10]/[C:11]1[CH:12]=[CH:13][C:14]([S:19]([C:22]2[CH:27]=[CH:26][CH:25]=[CH:24][CH:23]=2)(=[O:21])=[O:20])=[C:15]([CH:18]=1)[CH:16]=[O:17].[CH3:28][Mg]Cl, predict the reaction product. (2) Given the reactants [CH3:1][C:2]1[N:7]=[C:6]([CH2:8][NH:9][C:10](=[O:16])[O:11][C:12]([CH3:15])([CH3:14])[CH3:13])[CH:5]=[CH:4][CH:3]=1.[H][H], predict the reaction product. The product is: [CH3:1][CH:2]1[NH:7][CH:6]([CH2:8][NH:9][C:10](=[O:16])[O:11][C:12]([CH3:15])([CH3:14])[CH3:13])[CH2:5][CH2:4][CH2:3]1. (3) Given the reactants [C:1]1([N:7]2[C:11](=[O:12])[CH:10]([C:13](=O)[CH2:14][C:15](=O)[CH3:16])[C:9]([CH3:19])=[N:8]2)[CH:6]=[CH:5][CH:4]=[CH:3][CH:2]=1.[C:20]1([NH:26][NH2:27])[CH:25]=[CH:24][CH:23]=[CH:22][CH:21]=1, predict the reaction product. The product is: [CH3:16][C:15]1[CH:14]=[C:13]([C:10]2[C:9]([CH3:19])=[N:8][N:7]([C:1]3[CH:6]=[CH:5][CH:4]=[CH:3][CH:2]=3)[C:11]=2[OH:12])[N:26]([C:20]2[CH:25]=[CH:24][CH:23]=[CH:22][CH:21]=2)[N:27]=1. (4) Given the reactants [Br:1][C:2]1[C:3]([C:9]([F:12])([F:11])[F:10])=[N:4][C:5](Cl)=[N:6][CH:7]=1.[NH:13]1[CH2:19][CH2:18][C:17](=[O:20])[NH:16][CH2:15][CH2:14]1, predict the reaction product. The product is: [Br:1][C:2]1[C:3]([C:9]([F:12])([F:11])[F:10])=[N:4][C:5]([N:13]2[CH2:19][CH2:18][C:17](=[O:20])[NH:16][CH2:15][CH2:14]2)=[N:6][CH:7]=1.